Dataset: Full USPTO retrosynthesis dataset with 1.9M reactions from patents (1976-2016). Task: Predict the reactants needed to synthesize the given product. (1) Given the product [Cl:23][C:18]1[CH:19]=[C:20]([O:22][S:26]([C:25]([F:38])([F:37])[F:24])(=[O:28])=[O:27])[CH:21]=[C:2]([Cl:1])[C:3]=1[CH2:4][C@@H:5]1[CH2:9][CH2:8][N:7]([N:10]2[CH2:15][CH2:14][CH:13]([OH:16])[CH2:12][CH2:11]2)[C:6]1=[O:17], predict the reactants needed to synthesize it. The reactants are: [Cl:1][C:2]1[CH:21]=[C:20]([OH:22])[CH:19]=[C:18]([Cl:23])[C:3]=1[CH2:4][C@@H:5]1[CH2:9][CH2:8][N:7]([N:10]2[CH2:15][CH2:14][CH:13]([OH:16])[CH2:12][CH2:11]2)[C:6]1=[O:17].[F:24][C:25]([F:38])([F:37])[S:26](O[S:26]([C:25]([F:38])([F:37])[F:24])(=[O:28])=[O:27])(=[O:28])=[O:27]. (2) Given the product [O:17]=[C:6]1[C@:5]2([C:19]([O:21][CH2:22][CH3:23])=[O:20])[CH2:18][C:2](=[O:28])[CH2:3][C@@H:4]2[C:13]2[C:8]3=[C:9]([CH2:14][CH2:15][CH2:16][N:7]13)[CH:10]=[CH:11][CH:12]=2, predict the reactants needed to synthesize it. The reactants are: C=[C:2]1[CH2:18][C@@:5]2([C:19]([O:21][CH2:22][CH3:23])=[O:20])[C:6](=[O:17])[N:7]3[CH2:16][CH2:15][CH2:14][C:9]4[CH:10]=[CH:11][CH:12]=[C:13]([C:8]3=4)[C@H:4]2[CH2:3]1.C[N+]1([O-])CC[O:28]CC1.I([O-])(=O)(=O)=O.[Na+]. (3) Given the product [N:2]1[CH:7]=[CH:6][CH:5]=[CH:4][C:3]=1[N:8]([CH2:33][CH2:34][C:35]([O:37][CH2:38][CH3:39])=[O:36])[C:9]([C:11]1[CH:32]=[CH:31][C:14]2[N:15]([CH3:30])[C:16]([CH2:18][N:19]([C:21]3[CH:26]=[CH:25][C:24]([C:27](=[NH:28])[NH:29][C:41]([O:43][CH2:44][CH2:45][CH2:46][CH3:47])=[O:42])=[CH:23][CH:22]=3)[CH3:20])=[N:17][C:13]=2[CH:12]=1)=[O:10], predict the reactants needed to synthesize it. The reactants are: Cl.[N:2]1[CH:7]=[CH:6][CH:5]=[CH:4][C:3]=1[N:8]([CH2:33][CH2:34][C:35]([O:37][CH2:38][CH3:39])=[O:36])[C:9]([C:11]1[CH:32]=[CH:31][C:14]2[N:15]([CH3:30])[C:16]([CH2:18][N:19]([C:21]3[CH:26]=[CH:25][C:24]([C:27](=[NH:29])[NH2:28])=[CH:23][CH:22]=3)[CH3:20])=[N:17][C:13]=2[CH:12]=1)=[O:10].Cl[C:41]([O:43][CH2:44][CH2:45][CH2:46][CH3:47])=[O:42]. (4) Given the product [Cl:34][C:35]1[CH:43]=[C:42]([OH:44])[CH:41]=[CH:40][C:36]=1[C:37]([NH:1][CH2:2][CH2:3][CH2:4][CH2:5][CH2:6][CH2:7][CH2:8][CH2:9][CH2:10][N:11]1[CH2:16][CH2:15][CH:14]([O:17][C:18](=[O:32])[NH:19][C:20]2[CH:25]=[CH:24][CH:23]=[CH:22][C:21]=2[C:26]2[CH:31]=[CH:30][CH:29]=[CH:28][CH:27]=2)[CH2:13][CH2:12]1)=[O:38], predict the reactants needed to synthesize it. The reactants are: [NH2:1][CH2:2][CH2:3][CH2:4][CH2:5][CH2:6][CH2:7][CH2:8][CH2:9][CH2:10][N:11]1[CH2:16][CH2:15][CH:14]([O:17][C:18](=[O:32])[NH:19][C:20]2[CH:25]=[CH:24][CH:23]=[CH:22][C:21]=2[C:26]2[CH:31]=[CH:30][CH:29]=[CH:28][CH:27]=2)[CH2:13][CH2:12]1.O.[Cl:34][C:35]1[CH:43]=[C:42]([OH:44])[CH:41]=[CH:40][C:36]=1[C:37](O)=[O:38]. (5) Given the product [CH2:18]([C:11]1[CH:10]=[CH:9][S:13][C:12]=1[C:14]([OH:16])=[O:15])[CH3:19], predict the reactants needed to synthesize it. The reactants are: O.NN.[OH-].[K+].C([C:9]1[S:13][C:12]([C:14]([OH:16])=[O:15])=[CH:11][CH:10]=1)(=O)C.Cl.[CH2:18](O)[CH2:19]OCCO.